This data is from Catalyst prediction with 721,799 reactions and 888 catalyst types from USPTO. The task is: Predict which catalyst facilitates the given reaction. Reactant: [CH3:1][O:2][C:3]1[C:4](=[O:29])[C:5]([CH3:28])=[C:6]([CH2:12][C:13]2[CH:21]=[CH:20][C:16]([C:17](O)=[O:18])=[C:15]([C:22]3[CH:27]=[CH:26][CH:25]=[CH:24][CH:23]=3)[CH:14]=2)[C:7](=[O:11])[C:8]=1[O:9][CH3:10].[NH:30]1[CH2:35][CH2:34][O:33][CH2:32][CH2:31]1.CCN=C=NCCCN(C)C.Cl. Product: [CH3:1][O:2][C:3]1[C:4](=[O:29])[C:5]([CH3:28])=[C:6]([CH2:12][C:13]2[CH:21]=[CH:20][C:16]([C:17]([N:30]3[CH2:35][CH2:34][O:33][CH2:32][CH2:31]3)=[O:18])=[C:15]([C:22]3[CH:23]=[CH:24][CH:25]=[CH:26][CH:27]=3)[CH:14]=2)[C:7](=[O:11])[C:8]=1[O:9][CH3:10]. The catalyst class is: 2.